From a dataset of Full USPTO retrosynthesis dataset with 1.9M reactions from patents (1976-2016). Predict the reactants needed to synthesize the given product. (1) Given the product [C:2]([N:5]1[C@@H:11]([CH3:12])[C@H:10]([NH:13][C:44](=[O:45])[C@@H:42]([N:41]([CH3:47])[C:34](=[O:35])[O:36][C:37]([CH3:38])([CH3:40])[CH3:39])[CH3:43])[C:9](=[O:14])[N:8]([CH2:15][C:16]2[C:25]3[C:20](=[CH:21][CH:22]=[CH:23][CH:24]=3)[CH:19]=[CH:18][C:17]=2[O:26][CH3:27])[C:7]2[CH:28]=[CH:29][C:30]([C:32]#[N:33])=[CH:31][C:6]1=2)(=[O:4])[CH3:3], predict the reactants needed to synthesize it. The reactants are: Cl.[C:2]([N:5]1[C@@H:11]([CH3:12])[C@H:10]([NH2:13])[C:9](=[O:14])[N:8]([CH2:15][C:16]2[C:25]3[C:20](=[CH:21][CH:22]=[CH:23][CH:24]=3)[CH:19]=[CH:18][C:17]=2[O:26][CH3:27])[C:7]2[CH:28]=[CH:29][C:30]([C:32]#[N:33])=[CH:31][C:6]1=2)(=[O:4])[CH3:3].[C:34]([N:41]([CH3:47])[C@H:42]([C:44](O)=[O:45])[CH3:43])([O:36][C:37]([CH3:40])([CH3:39])[CH3:38])=[O:35].C(N(CC)C(C)C)(C)C.CN(C(ON1N=NC2C=CC=CC1=2)=[N+](C)C)C.F[P-](F)(F)(F)(F)F. (2) The reactants are: C1(N2CCC3(CC4C=C(C5C=CC(CN)=CC=5)C=CC=4O3)CC2)CCC1.[CH3:27][N:28]1[CH2:33][CH2:32][CH:31]([N:34]2[CH2:39][CH2:38][C:37]3([CH2:43][C:42]4[CH:44]=[C:45]([C:48]5[CH:55]=[CH:54][C:51]([C:52]#[N:53])=[CH:50][CH:49]=5)[CH:46]=[CH:47][C:41]=4[O:40]3)[CH2:36][CH2:35]2)[CH2:30][CH2:29]1. Given the product [CH3:27][N:28]1[CH2:29][CH2:30][CH:31]([N:34]2[CH2:35][CH2:36][C:37]3([CH2:43][C:42]4[CH:44]=[C:45]([C:48]5[CH:49]=[CH:50][C:51]([CH2:52][NH2:53])=[CH:54][CH:55]=5)[CH:46]=[CH:47][C:41]=4[O:40]3)[CH2:38][CH2:39]2)[CH2:32][CH2:33]1, predict the reactants needed to synthesize it. (3) Given the product [Cl:13][C:14]1[CH:38]=[N:37][C:17]2[NH:18][C:19]3[C:24]([O:11][CH2:10][C@H:9]([OH:8])[CH3:12])=[N:23][CH:22]=[C:21]([C:26]4[CH:31]=[CH:30][CH:29]=[C:28]([S:32]([CH2:35][CH3:36])(=[O:34])=[O:33])[CH:27]=4)[C:20]=3[C:16]=2[CH:15]=1, predict the reactants needed to synthesize it. The reactants are: C([O:8][C@@H:9]([CH3:12])[CH2:10][OH:11])C1C=CC=CC=1.[Cl:13][C:14]1[CH:38]=[N:37][C:17]2[NH:18][C:19]3[C:24](Cl)=[N:23][CH:22]=[C:21]([C:26]4[CH:31]=[CH:30][CH:29]=[C:28]([S:32]([CH2:35][CH3:36])(=[O:34])=[O:33])[CH:27]=4)[C:20]=3[C:16]=2[CH:15]=1.